Dataset: Reaction yield outcomes from USPTO patents with 853,638 reactions. Task: Predict the reaction yield, written as a fraction of the theoretical maximum amount of product (1.0 means a 100% yield; for example, 0.34 means a 34% yield). The yield is 0.710. The product is [C:9]([O:1][CH2:2][C@@H:3]1[CH2:4][CH2:5][C:6](=[O:8])[NH:7]1)(=[O:16])[C:10]1[CH:15]=[CH:14][CH:13]=[CH:12][CH:11]=1. The reactants are [OH:1][CH2:2][C@H:3]1[NH:7][C:6](=[O:8])[CH2:5][CH2:4]1.[C:9](Cl)(=[O:16])[C:10]1[CH:15]=[CH:14][CH:13]=[CH:12][CH:11]=1.C(N(CC)CC)C. The catalyst is ClCCl.